From a dataset of Full USPTO retrosynthesis dataset with 1.9M reactions from patents (1976-2016). Predict the reactants needed to synthesize the given product. (1) Given the product [C:1]([NH:4][C:5]1[S:6][C:7]([C:11]2[N:12]=[C:13]([C:16]([NH:18][C:19]3[CH:20]=[CH:21][C:22]([C:27]([OH:28])=[O:26])=[C:23]([OH:24])[CH:31]=3)=[O:17])[S:14][CH:15]=2)=[C:8]([CH3:10])[N:9]=1)(=[O:3])[CH3:2], predict the reactants needed to synthesize it. The reactants are: [C:1]([NH:4][C:5]1[S:6][C:7]([C:11]2[N:12]=[C:13]([C:16]([NH:18][C:19]3[CH:20]=[CH:21][C:22]4[C:27](=[O:28])[O:26]C(C)(C)[O:24][C:23]=4[CH:31]=3)=[O:17])[S:14][CH:15]=2)=[C:8]([CH3:10])[N:9]=1)(=[O:3])[CH3:2].[OH-].[Na+].Cl. (2) Given the product [O:18]([C:16]([NH:1][CH:2]1[CH2:3][CH2:4][N:5]([C:8]([O:10][C:11]([CH3:14])([CH3:13])[CH3:12])=[O:9])[CH2:6][CH2:7]1)=[O:17])[C:19]1[CH:24]=[CH:23][CH:22]=[CH:21][CH:20]=1, predict the reactants needed to synthesize it. The reactants are: [NH2:1][CH:2]1[CH2:7][CH2:6][N:5]([C:8]([O:10][C:11]([CH3:14])([CH3:13])[CH3:12])=[O:9])[CH2:4][CH2:3]1.Cl[C:16]([O:18][C:19]1[CH:24]=[CH:23][CH:22]=[CH:21][CH:20]=1)=[O:17].N1C=CC=CC=1. (3) Given the product [CH:16]1([C:13]2[NH:12][C:11]3[CH:10]=[C:9]([C:26]4[C:27]([CH3:32])=[N:28][O:29][C:30]=4[CH3:31])[CH:8]=[C:7]([C:6]([CH:2]4[O:3][CH2:4][CH2:5][O:1]4)([C:33]4[C:34]([CH3:39])=[N:35][CH:36]=[CH:37][CH:38]=4)[OH:40])[C:15]=3[N:14]=2)[CH2:18][CH2:17]1, predict the reactants needed to synthesize it. The reactants are: [O:1]1[CH2:5][CH2:4][O:3][CH:2]1[C:6]([OH:40])([C:33]1[C:34]([CH3:39])=[N:35][CH:36]=[CH:37][CH:38]=1)[C:7]1[C:15]2[N:14]=[C:13]([CH:16]3[CH2:18][CH2:17]3)[N:12](C(OC(C)(C)C)=O)[C:11]=2[CH:10]=[C:9]([C:26]2[C:27]([CH3:32])=[N:28][O:29][C:30]=2[CH3:31])[CH:8]=1.C(O)C. (4) Given the product [C:1]([C:3]1[C:8]([NH:11][CH:12]2[CH2:13][C:14]([CH3:21])([CH3:22])[N:15]([CH3:20])[C:16]([CH3:19])([CH3:18])[CH2:17]2)=[CH:7][C:6]([F:10])=[CH:5][N:4]=1)#[N:2], predict the reactants needed to synthesize it. The reactants are: [C:1]([C:3]1[C:8](F)=[CH:7][C:6]([F:10])=[CH:5][N:4]=1)#[N:2].[NH2:11][CH:12]1[CH2:17][C:16]([CH3:19])([CH3:18])[N:15]([CH3:20])[C:14]([CH3:22])([CH3:21])[CH2:13]1.O.C(OCC)(=O)C. (5) Given the product [CH:1]1([C:4]2=[N:5][NH:6][C:7](=[O:9])/[C:8]/2=[C:10]2\[NH:11][CH:12]=[CH:13][C:14]3[C:19]\2=[CH:18][CH:17]=[CH:16][CH:15]=3)[CH2:3][CH2:2]1, predict the reactants needed to synthesize it. The reactants are: [CH:1]1([C:4]2[CH2:8][C:7](=[O:9])[NH:6][N:5]=2)[CH2:3][CH2:2]1.[CH:10]1[C:19]2[C:14](=[CH:15][CH:16]=[CH:17][CH:18]=2)[CH:13]=[CH:12][N+:11]=1[O-]. (6) Given the product [F:21][C:18]1[CH:19]=[CH:20][C:15]([N:1]2[C:9]3[C:4](=[CH:5][C:6]([C:10]([O:12][CH3:13])=[O:11])=[CH:7][CH:8]=3)[CH:3]=[CH:2]2)=[CH:16][CH:17]=1, predict the reactants needed to synthesize it. The reactants are: [NH:1]1[C:9]2[C:4](=[CH:5][C:6]([C:10]([O:12][CH3:13])=[O:11])=[CH:7][CH:8]=2)[CH:3]=[CH:2]1.Br[C:15]1[CH:20]=[CH:19][C:18]([F:21])=[CH:17][CH:16]=1.C([O-])([O-])=O.[K+].[K+]. (7) Given the product [Br:1][C:2]1[CH:7]=[C:6]2[C:5](=[CH:4][CH:3]=1)[NH:8][C:9]([CH3:13])([CH3:10])[CH:11]=[CH:12]2, predict the reactants needed to synthesize it. The reactants are: [Br:1][C:2]1[CH:7]=[CH:6][C:5]([NH:8][C:9]([CH3:13])([C:11]#[CH:12])[CH3:10])=[CH:4][CH:3]=1.C1(C)C=CC=CC=1.O.